From a dataset of Forward reaction prediction with 1.9M reactions from USPTO patents (1976-2016). Predict the product of the given reaction. (1) The product is: [Br:18][CH2:5][C:6]([C:8]1[CH:13]=[N:12][C:11]([O:14][CH:15]([F:17])[F:16])=[CH:10][CH:9]=1)=[O:7]. Given the reactants C([O:5][C:6]([C:8]1[CH:9]=[CH:10][C:11]([O:14][CH:15]([F:17])[F:16])=[N:12][CH:13]=1)=[CH2:7])CCC.[Br:18]N1C(=O)CCC1=O, predict the reaction product. (2) The product is: [Br:1][C:2]1[CH:3]=[C:4]([N+:11]([O-:13])=[O:12])[C:5]2[C:9]([CH:10]=1)=[N:8][N:7]([CH:15]1[CH2:16][CH2:17][CH2:18][CH2:19][O:14]1)[CH:6]=2. Given the reactants [Br:1][C:2]1[CH:10]=[C:9]2[C:5]([CH:6]=[N:7][NH:8]2)=[C:4]([N+:11]([O-:13])=[O:12])[CH:3]=1.[O:14]1[CH:19]=[CH:18][CH2:17][CH2:16][CH2:15]1.CC1C=CC(S(O)(=O)=O)=CC=1.N1C=CC=CC=1.C(=O)(O)[O-].[Na+], predict the reaction product. (3) Given the reactants C(C1C=CC(C2/C(=C/C=C3/N(CCCS([O-])(=O)=O)C4C(C/3(C)C)=CC(S([O-])(=O)=O)=CC=4)/CCCC=2C=CC2C(C)(C)C3C(N=2)=[N+](CCCS([O-])(=O)=O)C=CC=3)=CC=1)(O)=O.[Na+:60].[Na+].Cl[C:63]1=[C:64]([CH:90]=[CH:91][C:92]2[C:100]([CH3:102])([CH3:101])[C:99]3[C:94](=[CH:95][CH:96]=[C:97]([S:103]([O-:106])(=[O:105])=[O:104])[CH:98]=3)[N+:93]=2[CH2:107][CH2:108][CH2:109][CH2:110][S:111]([O-:114])(=[O:113])=[O:112])[CH2:65][CH2:66]/[C:67]/1=[CH:68]\[CH:69]=[C:70]1/[C:71]([CH3:89])([CH3:88])[C:72]2[C:73](=[N:87]/1)[N:74]([CH2:79][CH2:80][CH2:81][CH2:82][S:83]([O-:86])(=[O:85])=[O:84])[CH:75]=[C:76]([Cl:78])[CH:77]=2.[Na+].[Na+].B([C:120]1[CH:121]=[C:122]([CH:126]=[CH:127][CH:128]=1)[C:123]([OH:125])=[O:124])(O)O, predict the reaction product. The product is: [C:123]([C:122]1[CH:121]=[C:120]([C:63]2=[C:64]([CH:90]=[CH:91][C:92]3[C:100]([CH3:102])([CH3:101])[C:99]4[C:94](=[CH:95][CH:96]=[C:97]([S:103]([O-:106])(=[O:105])=[O:104])[CH:98]=4)[N+:93]=3[CH2:107][CH2:108][CH2:109][CH2:110][S:111]([O-:114])(=[O:113])=[O:112])[CH2:65][CH2:66]/[C:67]/2=[CH:68]\[CH:69]=[C:70]2/[C:71]([CH3:88])([CH3:89])[C:72]3[C:73](=[N:87]/2)[N:74]([CH2:79][CH2:80][CH2:81][CH2:82][S:83]([O-:86])(=[O:85])=[O:84])[CH:75]=[C:76]([Cl:78])[CH:77]=3)[CH:128]=[CH:127][CH:126]=1)([OH:125])=[O:124].[Na+:60].[Na+:60].